From a dataset of CYP2C19 inhibition data for predicting drug metabolism from PubChem BioAssay. Regression/Classification. Given a drug SMILES string, predict its absorption, distribution, metabolism, or excretion properties. Task type varies by dataset: regression for continuous measurements (e.g., permeability, clearance, half-life) or binary classification for categorical outcomes (e.g., BBB penetration, CYP inhibition). Dataset: cyp2c19_veith. The molecule is Cc1nc2sccc2c(=O)n1-c1cccc(Cl)c1. The result is 1 (inhibitor).